Task: Predict which catalyst facilitates the given reaction.. Dataset: Catalyst prediction with 721,799 reactions and 888 catalyst types from USPTO Reactant: [O:1]1[CH2:6][CH2:5][CH:4]([C:7]2[CH:12]=[C:11]([NH2:13])[CH:10]=[CH:9][N:8]=2)[CH2:3][CH2:2]1.[I:14]([O-])(=O)=O.[K+].[OH-].[Na+]. Product: [I:14][C:10]1[C:11]([NH2:13])=[CH:12][C:7]([CH:4]2[CH2:5][CH2:6][O:1][CH2:2][CH2:3]2)=[N:8][CH:9]=1. The catalyst class is: 65.